This data is from Reaction yield outcomes from USPTO patents with 853,638 reactions. The task is: Predict the reaction yield, written as a fraction of the theoretical maximum amount of product (1.0 means a 100% yield; for example, 0.34 means a 34% yield). (1) The reactants are [Li][CH2:2]CCC.C(N(C(C)C)C(C)C)(C)C.[CH:16]1([C:21]([O:23][CH2:24][CH3:25])=[O:22])[CH2:20][CH2:19][CH2:18][CH2:17]1.IC. The catalyst is C1COCC1.O. The product is [CH3:2][C:16]1([C:21]([O:23][CH2:24][CH3:25])=[O:22])[CH2:20][CH2:19][CH2:18][CH2:17]1. The yield is 0.850. (2) The reactants are [NH2:1][C@H:2]1[CH2:7][CH2:6][C@H:5]([CH2:8][N:9]([C@@H:16]2[CH2:18][C@H:17]2[C:19]2[CH:24]=[CH:23][CH:22]=[CH:21][CH:20]=2)C(=O)C(F)(F)F)[CH2:4][CH2:3]1.[CH:25]([C:27]1[CH:35]=[CH:34][C:30]([C:31]([OH:33])=[O:32])=[CH:29][CH:28]=1)=O.C(O[BH-](OC(=O)C)OC(=O)C)(=O)C.[Na+]. The catalyst is ClCCCl. The product is [C:19]1([C@@H:17]2[CH2:18][C@H:16]2[NH:9][CH2:8][C@H:5]2[CH2:4][CH2:3][C@H:2]([NH:1][CH2:25][C:27]3[CH:35]=[CH:34][C:30]([C:31]([OH:33])=[O:32])=[CH:29][CH:28]=3)[CH2:7][CH2:6]2)[CH:20]=[CH:21][CH:22]=[CH:23][CH:24]=1. The yield is 0.513. (3) The reactants are [C:1]([C:5]1[S:9][C:8]([C:10]([NH:12][C@@H:13]([CH2:26][C:27]2[CH:32]=[CH:31][C:30]([C:33]3[N:38]=[CH:37][C:36]([C:39]4[CH:44]=[CH:43][C:42]([O:45][CH2:46][CH2:47][CH2:48][CH2:49][CH2:50][CH2:51][CH3:52])=[CH:41][CH:40]=4)=[CH:35][N:34]=3)=[CH:29][CH:28]=2)[C:14]([NH:16][C@@H:17]([C:19]([O:21]C(C)(C)C)=[O:20])[CH3:18])=[O:15])=[O:11])=[CH:7][CH:6]=1)([CH3:4])([CH3:3])[CH3:2].C(O)(C(F)(F)F)=O.C1(C)C=CC=CC=1.CS(C)=O. The catalyst is C(Cl)Cl.O. The product is [C:1]([C:5]1[S:9][C:8]([C:10]([NH:12][C@@H:13]([CH2:26][C:27]2[CH:32]=[CH:31][C:30]([C:33]3[N:38]=[CH:37][C:36]([C:39]4[CH:44]=[CH:43][C:42]([O:45][CH2:46][CH2:47][CH2:48][CH2:49][CH2:50][CH2:51][CH3:52])=[CH:41][CH:40]=4)=[CH:35][N:34]=3)=[CH:29][CH:28]=2)[C:14]([NH:16][C@@H:17]([C:19]([OH:21])=[O:20])[CH3:18])=[O:15])=[O:11])=[CH:7][CH:6]=1)([CH3:4])([CH3:3])[CH3:2]. The yield is 0.550. (4) The reactants are Br[C:2]12[CH2:11][CH:6]3[CH2:7][CH:8]([CH2:10][CH:4]([CH2:5]3)[CH2:3]1)[CH2:9]2.C(N(CC)CC)C.[CH2:19]([OH:34])[CH2:20][O:21][CH2:22][CH2:23][O:24][CH2:25][CH2:26][O:27][CH2:28][CH2:29][O:30][CH2:31][CH2:32][OH:33]. The catalyst is C1CCN2C(=NCCC2)CC1. The product is [C:2]12([O:33][CH2:32][CH2:31][O:30][CH2:29][CH2:28][O:27][CH2:26][CH2:25][O:24][CH2:23][CH2:22][O:21][CH2:20][CH2:19][OH:34])[CH2:11][CH:6]3[CH2:7][CH:8]([CH2:10][CH:4]([CH2:5]3)[CH2:3]1)[CH2:9]2. The yield is 0.700. (5) The reactants are [Cl:1][C:2]1[CH:3]=[C:4]([CH:7]=[C:8]([O:10][CH3:11])[CH:9]=1)[CH2:5][OH:6].[Cr](Cl)([O-])(=O)=O.[NH+]1C=CC=CC=1. The catalyst is C(OCC)C. The product is [Cl:1][C:2]1[CH:3]=[C:4]([CH:7]=[C:8]([O:10][CH3:11])[CH:9]=1)[CH:5]=[O:6]. The yield is 0.780. (6) The reactants are [Br:1][C:2]1[C:7](=[O:8])[NH:6][C:4](=[O:5])[C:3]=1[Br:9].CN1CCOCC1.[CH3:17][O:18][C:19](Cl)=[O:20].C(Cl)Cl. The catalyst is C1COCC1. The product is [Br:9][C:3]1[C:4](=[O:5])[N:6]([C:19]([O:18][CH3:17])=[O:20])[C:7](=[O:8])[C:2]=1[Br:1]. The yield is 0.970. (7) The reactants are [F:1][C:2]1[CH:7]=[C:6](B(O)O)[CH:5]=[CH:4][N:3]=1.FC(F)(F)S(O[C:17]1[CH:26]=[CH:25][CH:24]=[C:23]2[C:18]=1[CH2:19][C@H:20]([N:27]([CH2:35][C:36]1[CH:41]=[CH:40][CH:39]=[CH:38][CH:37]=1)[CH2:28][C:29]1[CH:34]=[CH:33][CH:32]=[CH:31][CH:30]=1)[CH2:21][O:22]2)(=O)=O. No catalyst specified. The product is [CH2:35]([N:27]([CH2:28][C:29]1[CH:34]=[CH:33][CH:32]=[CH:31][CH:30]=1)[C@H:20]1[CH2:19][C:18]2[C:23](=[CH:24][CH:25]=[CH:26][C:17]=2[C:6]2[CH:5]=[CH:4][N:3]=[C:2]([F:1])[CH:7]=2)[O:22][CH2:21]1)[C:36]1[CH:37]=[CH:38][CH:39]=[CH:40][CH:41]=1. The yield is 0.680. (8) The reactants are C(=O)([O-])[O-].[Cs+].[Cs+].CN(C=O)C.[C:12]([O:16][C:17]([N:19]([C:31]([O:33][C:34]([CH3:37])([CH3:36])[CH3:35])=[O:32])[C:20]1[C:21]([C:27]([O:29][CH3:30])=[O:28])=[N:22][C:23](Br)=[CH:24][N:25]=1)=[O:18])([CH3:15])([CH3:14])[CH3:13].[NH:38]1[CH2:42][CH2:41][CH2:40][CH2:39]1. The catalyst is [Cu]Br.C1C=C2C=CC(O)=C(C3C4C(=CC=CC=4)C=CC=3O)C2=CC=1.O. The product is [C:12]([O:16][C:17]([N:19]([C:31]([O:33][C:34]([CH3:37])([CH3:36])[CH3:35])=[O:32])[C:20]1[C:21]([C:27]([O:29][CH3:30])=[O:28])=[N:22][C:23]([N:38]2[CH2:42][CH2:41][CH2:40][CH2:39]2)=[CH:24][N:25]=1)=[O:18])([CH3:15])([CH3:14])[CH3:13]. The yield is 0.680. (9) The reactants are [Cl:1][C:2]1[N:7]=[C:6]([NH:8][NH:9][C:10](=[O:29])[C@H:11]([CH2:23][CH:24]2[CH2:28][CH2:27][CH2:26][CH2:25]2)[CH2:12][N:13]([O:16]C2CCCCO2)[CH:14]=[O:15])[C:5]([F:30])=[C:4]([N:31]([CH2:33][C:34]2[O:35][CH:36]=[CH:37][CH:38]=2)[CH3:32])[N:3]=1. The catalyst is C(O)(=O)C.O. The product is [Cl:1][C:2]1[N:7]=[C:6]([NH:8][NH:9][C:10](=[O:29])[C@H:11]([CH2:23][CH:24]2[CH2:25][CH2:26][CH2:27][CH2:28]2)[CH2:12][N:13]([OH:16])[CH:14]=[O:15])[C:5]([F:30])=[C:4]([N:31]([CH2:33][C:34]2[O:35][CH:36]=[CH:37][CH:38]=2)[CH3:32])[N:3]=1. The yield is 0.590. (10) The reactants are [OH:1]/[N:2]=[C:3](/[C:28]1[CH:33]=[CH:32][N:31]=[C:30]([CH3:34])[CH:29]=1)\[CH2:4][C@H:5]([C:13]1[CH:18]=[CH:17][C:16]([N:19]2[CH2:24][CH2:23][CH:22]([C:25]([OH:27])=[O:26])[CH2:21][CH2:20]2)=[CH:15][CH:14]=1)[C:6]1[CH:11]=[CH:10][CH:9]=[CH:8][C:7]=1[CH3:12].ClC1C=CC=C(C(OO)=[O:43])C=1. The catalyst is ClCCl.CO.C(=O)([O-])O.[Na+].[Cl-].[NH4+]. The product is [C:25]([CH:22]1[CH2:21][CH2:20][N:19]([C:16]2[CH:15]=[CH:14][C:13]([C@H:5]([C:6]3[CH:11]=[CH:10][CH:9]=[CH:8][C:7]=3[CH3:12])[CH2:4]/[C:3](/[C:28]3[CH:33]=[CH:32][N+:31]([O-:43])=[C:30]([CH3:34])[CH:29]=3)=[N:2]\[OH:1])=[CH:18][CH:17]=2)[CH2:24][CH2:23]1)([OH:27])=[O:26]. The yield is 0.500.